This data is from Forward reaction prediction with 1.9M reactions from USPTO patents (1976-2016). The task is: Predict the product of the given reaction. (1) Given the reactants [CH3:1][C:2]1[CH:7]=[CH:6][C:5]([C:8]2[O:12][N:11]=[CH:10][C:9]=2[C:13](Cl)=[O:14])=[CH:4][CH:3]=1.[NH:16]1[CH2:20][CH2:19][CH2:18][CH2:17]1, predict the reaction product. The product is: [CH3:1][C:2]1[CH:7]=[CH:6][C:5]([C:8]2[O:12][N:11]=[CH:10][C:9]=2[C:13]([N:16]2[CH2:20][CH2:19][CH2:18][CH2:17]2)=[O:14])=[CH:4][CH:3]=1. (2) Given the reactants [C:1]([O:4][C@H:5]1[C@@H](O)[C@H](N=[N+]=[N-])[C@@H](C)O[C@@H:6]1[O:7][C@H:8]1[O:47][C@H:46]([CH3:48])[C@@H:45]([N:49]=[N+:50]=[N-:51])[C@H:36]([O:37][CH2:38][C:39]2[CH:44]=[CH:43][CH:42]=[CH:41][CH:40]=2)[C@@H:9]1[O:10][C@@:11]1(CC=C)[O:28][C@H:27]([CH3:29])[C@@H:26]([N:30]=[N+:31]=[N-:32])[C@H:17]([O:18][CH2:19][C:20]2[CH:25]=[CH:24][CH:23]=[CH:22][CH:21]=2)[C@@H:12]1[O:13][C:14](=[O:16])[CH3:15])(=[O:3])[CH3:2].[C:61]([O-:64])([OH:63])=O.[Na+], predict the reaction product. The product is: [C:14]([O:13][C@H:12]1[C@@H:17]([O:18][CH2:19][C:20]2[CH:21]=[CH:22][CH:23]=[CH:24][CH:25]=2)[C@H:26]([N:30]=[N+:31]=[N-:32])[C@@H:27]([CH3:29])[O:28][C@@H:11]1[O:10][C@H:9]1[C@@H:36]([O:37][CH2:38][C:39]2[CH:40]=[CH:41][CH:42]=[CH:43][CH:44]=2)[C@H:45]([N:49]=[N+:50]=[N-:51])[C@@H:46]([CH3:48])[O:47][C@@H:8]1[O:7][C@H:6]1[C@H:26]([N:30]=[N+:31]=[N-:32])[C@@H:17]([CH3:12])[O:64][C@H:61]([OH:63])[C@H:5]1[O:4][C:1](=[O:3])[CH3:2])(=[O:16])[CH3:15]. (3) Given the reactants O[CH:2]=[C:3]1[C:11]2[C:6](=[CH:7][CH:8]=[C:9]([C:12]([C:14]3[CH:19]=[CH:18][C:17]([NH:20][C:21]([C:23]4[N:24]([CH2:29][CH3:30])[N:25]=[C:26]([CH3:28])[CH:27]=4)=[O:22])=[CH:16][CH:15]=3)=[O:13])[CH:10]=2)[NH:5][C:4]1=[O:31].[NH2:32][C:33]1[CH:38]=[CH:37][C:36]([N:39]2[CH2:44][CH2:43][O:42][CH2:41][CH2:40]2)=[CH:35][CH:34]=1, predict the reaction product. The product is: [N:39]1([C:36]2[CH:35]=[CH:34][C:33]([NH:32][CH:2]=[C:3]3[C:11]4[C:6](=[CH:7][CH:8]=[C:9]([C:12]([C:14]5[CH:19]=[CH:18][C:17]([NH:20][C:21]([C:23]6[N:24]([CH2:29][CH3:30])[N:25]=[C:26]([CH3:28])[CH:27]=6)=[O:22])=[CH:16][CH:15]=5)=[O:13])[CH:10]=4)[NH:5][C:4]3=[O:31])=[CH:38][CH:37]=2)[CH2:44][CH2:43][O:42][CH2:41][CH2:40]1. (4) Given the reactants [N:1]1[CH2:6]CC[NH:3][C:2]=1[SH:7].[CH3:8][I:9].[CH3:10][C:11]([CH3:13])=O, predict the reaction product. The product is: [IH:9].[CH3:6][N:1]1[CH2:13][CH2:11][CH2:10][N:3]=[C:2]1[S:7][CH3:8]. (5) Given the reactants [I-].[Na+].Br[CH2:4][CH3:5].C(=O)([O-])[O-].[K+].[K+].[CH2:12]([N:19]1[C:23]([C:24]([O:26][CH3:27])=[O:25])=[CH:22][C:21]([OH:28])=[N:20]1)[C:13]1[CH:18]=[CH:17][CH:16]=[CH:15][CH:14]=1, predict the reaction product. The product is: [CH2:12]([N:19]1[C:23]([C:24]([O:26][CH3:27])=[O:25])=[CH:22][C:21]([O:28][CH2:4][CH3:5])=[N:20]1)[C:13]1[CH:14]=[CH:15][CH:16]=[CH:17][CH:18]=1. (6) The product is: [CH:1]([CH:4]1[N:9]([C:10]2[N:15]=[C:14]([C:16]([F:18])([F:19])[F:17])[C:13]([C:20]([OH:22])([CH3:34])[CH3:21])=[CH:12][N:11]=2)[CH2:8][CH2:7][N:6]2[C:23]3[CH:29]=[C:28]([S:30]([CH3:33])(=[O:31])=[O:32])[CH:27]=[CH:26][C:24]=3[N:25]=[C:5]12)([CH3:3])[CH3:2]. Given the reactants [CH:1]([CH:4]1[N:9]([C:10]2[N:15]=[C:14]([C:16]([F:19])([F:18])[F:17])[C:13]([C:20](=[O:22])[CH3:21])=[CH:12][N:11]=2)[CH2:8][CH2:7][N:6]2[C:23]3[CH:29]=[C:28]([S:30]([CH3:33])(=[O:32])=[O:31])[CH:27]=[CH:26][C:24]=3[N:25]=[C:5]12)([CH3:3])[CH3:2].[CH3:34][Mg+].[Br-], predict the reaction product.